This data is from NCI-60 drug combinations with 297,098 pairs across 59 cell lines. The task is: Regression. Given two drug SMILES strings and cell line genomic features, predict the synergy score measuring deviation from expected non-interaction effect. (1) Drug 1: C(CC(=O)O)C(=O)CN.Cl. Drug 2: C1=CN(C=N1)CC(O)(P(=O)(O)O)P(=O)(O)O. Cell line: MOLT-4. Synergy scores: CSS=42.1, Synergy_ZIP=-1.81, Synergy_Bliss=-1.81, Synergy_Loewe=-0.219, Synergy_HSA=-0.145. (2) Drug 1: C1CCC(CC1)NC(=O)N(CCCl)N=O. Drug 2: C1CN(CCN1C(=O)CCBr)C(=O)CCBr. Cell line: RPMI-8226. Synergy scores: CSS=32.0, Synergy_ZIP=1.16, Synergy_Bliss=4.40, Synergy_Loewe=-11.7, Synergy_HSA=2.32. (3) Drug 1: C1=C(C(=O)NC(=O)N1)N(CCCl)CCCl. Drug 2: CC1CCCC2(C(O2)CC(NC(=O)CC(C(C(=O)C(C1O)C)(C)C)O)C(=CC3=CSC(=N3)C)C)C. Cell line: SF-539. Synergy scores: CSS=45.0, Synergy_ZIP=-0.776, Synergy_Bliss=-2.46, Synergy_Loewe=-3.51, Synergy_HSA=-1.66. (4) Drug 1: CC(C)NC(=O)C1=CC=C(C=C1)CNNC.Cl. Drug 2: CC1=C(C(=O)C2=C(C1=O)N3CC4C(C3(C2COC(=O)N)OC)N4)N. Cell line: SN12C. Synergy scores: CSS=13.8, Synergy_ZIP=18.0, Synergy_Bliss=21.9, Synergy_Loewe=20.6, Synergy_HSA=21.2.